Dataset: TCR-epitope binding with 47,182 pairs between 192 epitopes and 23,139 TCRs. Task: Binary Classification. Given a T-cell receptor sequence (or CDR3 region) and an epitope sequence, predict whether binding occurs between them. (1) The epitope is VVYRGTTTY. The TCR CDR3 sequence is CASSSGLVGWDTQYF. Result: 0 (the TCR does not bind to the epitope). (2) The epitope is FLNGSCGSV. The TCR CDR3 sequence is CASSQGEGGTTDTQYF. Result: 1 (the TCR binds to the epitope). (3) The epitope is GTITVEELK. The TCR CDR3 sequence is CASSQDLGGYEQYF. Result: 0 (the TCR does not bind to the epitope). (4) The epitope is QIKVRVKMV. The TCR CDR3 sequence is CSATDRASGIEQYF. Result: 0 (the TCR does not bind to the epitope). (5) The epitope is FTYASALWEI. The TCR CDR3 sequence is CASSQEQTYEQYF. Result: 0 (the TCR does not bind to the epitope). (6) The epitope is AMFWSVPTV. The TCR CDR3 sequence is CASSSSGVGFYEQYF. Result: 0 (the TCR does not bind to the epitope). (7) The epitope is TLVPQEHYV. The TCR CDR3 sequence is CASSGDRQDGYGYTF. Result: 1 (the TCR binds to the epitope). (8) The epitope is TPQDLNTML. The TCR CDR3 sequence is CASSYSSNEQFF. Result: 0 (the TCR does not bind to the epitope). (9) The epitope is RAKFKQLL. The TCR CDR3 sequence is CASRSPGGYYGYTF. Result: 0 (the TCR does not bind to the epitope). (10) The epitope is YYRRATRRIR. The TCR CDR3 sequence is CASSFFPSVGEAFF. Result: 0 (the TCR does not bind to the epitope).